Dataset: Reaction yield outcomes from USPTO patents with 853,638 reactions. Task: Predict the reaction yield, written as a fraction of the theoretical maximum amount of product (1.0 means a 100% yield; for example, 0.34 means a 34% yield). (1) The reactants are [C:1]([C:5]1[CH:10]=[CH:9][C:8]([C:11]2[N:15]([CH3:16])[N:14]=[C:13]([C:17](=[N:19][NH:20][C:21]([C:23]3[S:27][C:26]([C:28]([O:30]C)=[O:29])=[CH:25][CH:24]=3)=[O:22])[CH3:18])[C:12]=2[OH:32])=[CH:7][CH:6]=1)([CH3:4])([CH3:3])[CH3:2].[OH-].[Na+].Cl. The catalyst is CO. The product is [C:1]([C:5]1[CH:10]=[CH:9][C:8]([C:11]2[N:15]([CH3:16])[N:14]=[C:13]([C:17](=[N:19][NH:20][C:21]([C:23]3[S:27][C:26]([C:28]([OH:30])=[O:29])=[CH:25][CH:24]=3)=[O:22])[CH3:18])[C:12]=2[OH:32])=[CH:7][CH:6]=1)([CH3:2])([CH3:3])[CH3:4]. The yield is 0.400. (2) The reactants are Cl[C:2]1[CH:3]=[C:4]([C:9]2[N:13]3[CH:14]=[CH:15][C:16]([C:19]([OH:22])([CH3:21])[CH3:20])=[C:17]([F:18])[C:12]3=[N:11][CH:10]=2)[CH:5]=[CH:6][C:7]=1[F:8].[O:23]1[C:27]2[CH:28]=[CH:29][CH:30]=[CH:31][C:26]=2[CH:25]=[C:24]1B(O)O. No catalyst specified. The product is [O:23]1[C:27]2[CH:28]=[CH:29][CH:30]=[CH:31][C:26]=2[CH:25]=[C:24]1[C:2]1[CH:3]=[C:4]([C:9]2[N:13]3[CH:14]=[CH:15][C:16]([C:19]([OH:22])([CH3:21])[CH3:20])=[C:17]([F:18])[C:12]3=[N:11][CH:10]=2)[CH:5]=[CH:6][C:7]=1[F:8]. The yield is 0.0300. (3) The yield is 0.800. The product is [CH3:13][C:2]([O:25][C:21]1[CH:22]=[CH:23][CH:24]=[C:19]([N+:16]([O-:18])=[O:17])[CH:20]=1)([C:8]([O:10][CH2:11][CH3:12])=[O:9])[C:3]([O:5][CH2:6][CH3:7])=[O:4]. The catalyst is CN(C=O)C.O. The reactants are Br[C:2]([CH3:13])([C:8]([O:10][CH2:11][CH3:12])=[O:9])[C:3]([O:5][CH2:6][CH3:7])=[O:4].[F-].[K+].[N+:16]([C:19]1[CH:20]=[C:21]([OH:25])[CH:22]=[CH:23][CH:24]=1)([O-:18])=[O:17].